Dataset: Full USPTO retrosynthesis dataset with 1.9M reactions from patents (1976-2016). Task: Predict the reactants needed to synthesize the given product. (1) Given the product [C:1]([O:5][C:6]([N:8]1[CH2:13][CH2:12][N:11]([C:14]2[C:19]([C:20]#[N:21])=[CH:18][C:17]([CH3:23])=[CH:16][N:15]=2)[CH2:10][CH2:9]1)=[O:7])([CH3:4])([CH3:3])[CH3:2], predict the reactants needed to synthesize it. The reactants are: [C:1]([O:5][C:6]([N:8]1[CH2:13][CH2:12][N:11]([C:14]2[C:19]([C:20]#[N:21])=[CH:18][C:17](Br)=[CH:16][N:15]=2)[CH2:10][CH2:9]1)=[O:7])([CH3:4])([CH3:3])[CH3:2].[CH3:23]B(O)O.[F-].[K+].O1CCCC1. (2) Given the product [Cl:31][C:32]1[CH:41]=[C:40]2[C:35]([C:36]([N:42]3[CH2:47][CH2:46][N:45]([C:10]([NH:1][CH:2]4[CH2:7][CH2:6][CH:5]([OH:8])[CH2:4][CH2:3]4)=[O:11])[CH2:44][CH2:43]3)=[CH:37][CH:38]=[N:39]2)=[CH:34][CH:33]=1, predict the reactants needed to synthesize it. The reactants are: [NH2:1][CH:2]1[CH2:7][CH2:6][CH:5]([OH:8])[CH2:4][CH2:3]1.Cl[C:10](OC1C=CC([N+]([O-])=O)=CC=1)=[O:11].C(N(C(C)C)CC)(C)C.[Cl:31][C:32]1[CH:41]=[C:40]2[C:35]([C:36]([N:42]3[CH2:47][CH2:46][NH:45][CH2:44][CH2:43]3)=[CH:37][CH:38]=[N:39]2)=[CH:34][CH:33]=1. (3) Given the product [CH:17]([O:16][C:14]([N:11]1[CH2:12][CH2:13][CH2:7][C:8](=[O:23])[C:9]2=[CH:22][S:21][CH:20]=[C:10]12)=[O:15])([CH3:19])[CH3:18], predict the reactants needed to synthesize it. The reactants are: [Li+].[Cl-].COC([CH:7]1[CH2:13][CH2:12][N:11]([C:14]([O:16][CH:17]([CH3:19])[CH3:18])=[O:15])[C:10]2=[CH:20][S:21][CH:22]=[C:9]2[C:8]1=[O:23])=O. (4) Given the product [C:7]([C:21]1[CH:20]([CH3:26])[C:19]([Cl:18])([CH3:27])[CH:24]=[CH:23][C:22]=1[Cl:25])(=[O:8])[CH3:6], predict the reactants needed to synthesize it. The reactants are: ClC1C=[C:6]([C:7](O)=[O:8])C(C(O)=O)=C(Cl)C=1C(O)=O.[Cl:18][C:19]1([CH3:27])[CH:24]=[CH:23][C:22]([Cl:25])=[CH:21][CH:20]1[CH3:26].[Cl-].[Al+3].[Cl-].[Cl-].C(Cl)(=O)C. (5) Given the product [Cl:1][C:2]1[N:3]=[C:4]([N:12]2[CH2:16][CH2:15][CH2:14][CH2:13]2)[C:5]2[CH:10]=[CH:9][NH:8][C:6]=2[N:7]=1, predict the reactants needed to synthesize it. The reactants are: [Cl:1][C:2]1[N:3]=[C:4](Cl)[C:5]2[CH:10]=[CH:9][NH:8][C:6]=2[N:7]=1.[NH:12]1[CH2:16][CH2:15][CH2:14][CH2:13]1.C(N(CC)CC)C.O. (6) Given the product [Br:1][C:2]1[CH:7]=[CH:6][N:5]=[C:4]2[N:8]([S:11]([C:14]3[CH:19]=[CH:18][CH:17]=[CH:16][CH:15]=3)(=[O:13])=[O:12])[C:9]([CH:37]=[O:38])=[CH:10][C:3]=12, predict the reactants needed to synthesize it. The reactants are: [Br:1][C:2]1[CH:7]=[CH:6][N:5]=[C:4]2[N:8]([S:11]([C:14]3[CH:19]=[CH:18][CH:17]=[CH:16][CH:15]=3)(=[O:13])=[O:12])[CH:9]=[CH:10][C:3]=12.[Li+].CC([N-]C(C)C)C.CCCCCCC.C1C[O:38][CH2:37]C1.C(C1C=CC=CC=1)C.Cl. (7) Given the product [CH3:23][C:9]1[C:8]([B:27]2[O:28][C:29]([CH3:31])([CH3:30])[C:25]([CH3:41])([CH3:24])[O:26]2)=[CH:13][N:12]=[C:11]([O:14][CH2:15][C:16]2([C:19]([O:21][CH3:22])=[O:20])[CH2:18][CH2:17]2)[CH:10]=1, predict the reactants needed to synthesize it. The reactants are: O1CCOCC1.Br[C:8]1[C:9]([CH3:23])=[CH:10][C:11]([O:14][CH2:15][C:16]2([C:19]([O:21][CH3:22])=[O:20])[CH2:18][CH2:17]2)=[N:12][CH:13]=1.[CH3:24][C:25]1([CH3:41])[C:29]([CH3:31])([CH3:30])[O:28][B:27]([B:27]2[O:28][C:29]([CH3:31])([CH3:30])[C:25]([CH3:41])([CH3:24])[O:26]2)[O:26]1.C([O-])(=O)C.[K+]. (8) Given the product [C:22]([O:26][C:27]([N:29]1[C:37]2[C:32](=[CH:33][CH:34]=[C:35]([NH:38][C:13]([C:11]3[S:12][C:8]([C:5]4[CH:4]=[CH:3][C:2]([Cl:1])=[CH:7][CH:6]=4)=[CH:9][CH:10]=3)=[O:15])[CH:36]=2)[C:31]([N:39]([C:47]([O:49][C:50]([CH3:53])([CH3:52])[CH3:51])=[O:48])[CH2:40][C:41]2[N:42]=[CH:43][S:44][C:45]=2[CH3:46])=[N:30]1)=[O:28])([CH3:25])([CH3:24])[CH3:23], predict the reactants needed to synthesize it. The reactants are: [Cl:1][C:2]1[CH:7]=[CH:6][C:5]([C:8]2[S:12][C:11]([C:13]([OH:15])=O)=[CH:10][CH:9]=2)=[CH:4][CH:3]=1.C(Cl)(=O)C(Cl)=O.[C:22]([O:26][C:27]([N:29]1[C:37]2[C:32](=[CH:33][CH:34]=[C:35]([NH2:38])[CH:36]=2)[C:31]([N:39]([C:47]([O:49][C:50]([CH3:53])([CH3:52])[CH3:51])=[O:48])[CH2:40][C:41]2[N:42]=[CH:43][S:44][C:45]=2[CH3:46])=[N:30]1)=[O:28])([CH3:25])([CH3:24])[CH3:23].C(N(CC)CC)C.